Task: Predict the reaction yield, written as a fraction of the theoretical maximum amount of product (1.0 means a 100% yield; for example, 0.34 means a 34% yield).. Dataset: Reaction yield outcomes from USPTO patents with 853,638 reactions (1) The reactants are [CH3:1][C:2]1[CH:7]=[C:6]([S:8](=[O:11])(=[O:10])[NH2:9])[CH:5]=[CH:4][C:3]=1[NH:12][C:13]([C:15]1[CH:20]=[C:19](Cl)[N:18]=[CH:17][N:16]=1)=[O:14].[CH2:22]([NH:25][CH2:26][CH2:27][CH3:28])[CH2:23][CH3:24]. No catalyst specified. The product is [NH2:9][S:8]([C:6]1[CH:5]=[CH:4][C:3]([NH:12][C:13]([C:15]2[CH:20]=[C:19]([N:25]([CH2:26][CH2:27][CH3:28])[CH2:22][CH2:23][CH3:24])[N:18]=[CH:17][N:16]=2)=[O:14])=[C:2]([CH3:1])[CH:7]=1)(=[O:11])=[O:10]. The yield is 0.870. (2) The reactants are [OH:1][CH2:2][CH2:3][CH2:4][O:5][C:6]1[CH:14]=[CH:13][C:9]([C:10]([OH:12])=[O:11])=[CH:8][CH:7]=1.[Si:15](Cl)([C:18]([CH3:21])([CH3:20])[CH3:19])([CH3:17])[CH3:16].N1C=CN=C1.C([O-])([O-])=O.[K+].[K+]. The catalyst is CN(C)C=O.O1CCCC1.O.CO.C(OCC)C. The product is [Si:15]([O:1][CH2:2][CH2:3][CH2:4][O:5][C:6]1[CH:14]=[CH:13][C:9]([C:10]([OH:12])=[O:11])=[CH:8][CH:7]=1)([C:18]([CH3:21])([CH3:20])[CH3:19])([CH3:17])[CH3:16]. The yield is 0.870. (3) The reactants are I[CH:2]1[CH2:5][N:4]([C:6]([O:8][C:9]([CH3:12])([CH3:11])[CH3:10])=[O:7])[CH2:3]1.[SH:13][CH2:14][C:15]([O:17][CH2:18][CH3:19])=[O:16].C([O-])([O-])=O.[K+].[K+]. The catalyst is CN(C=O)C. The product is [CH2:18]([O:17][C:15](=[O:16])[CH2:14][S:13][CH:2]1[CH2:5][N:4]([C:6]([O:8][C:9]([CH3:12])([CH3:11])[CH3:10])=[O:7])[CH2:3]1)[CH3:19]. The yield is 0.710.